Predict the product of the given reaction. From a dataset of Forward reaction prediction with 1.9M reactions from USPTO patents (1976-2016). (1) Given the reactants [Cl:1][C:2]1[S:6][C:5](/[CH:7]=[CH:8]/[S:9]([NH:12][C@H:13]2[CH2:17][CH2:16][N:15]([C:18]3[CH:19]=[C:20]4[C:25](=[CH:26][CH:27]=3)[CH2:24][N:23](C(OC(C)(C)C)=O)[CH:22]([CH3:35])[CH2:21]4)[C:14]2=[O:36])(=[O:11])=[O:10])=[CH:4][CH:3]=1.C(Cl)Cl, predict the reaction product. The product is: [ClH:1].[Cl:1][C:2]1[S:6][C:5](/[CH:7]=[CH:8]/[S:9]([NH:12][C@H:13]2[CH2:17][CH2:16][N:15]([C:18]3[CH:19]=[C:20]4[C:25](=[CH:26][CH:27]=3)[CH2:24][NH:23][CH:22]([CH3:35])[CH2:21]4)[C:14]2=[O:36])(=[O:10])=[O:11])=[CH:4][CH:3]=1. (2) Given the reactants [NH2:1][C:2]1[C:3]([CH3:13])=[CH:4][C:5]([Br:12])=[C:6]([CH:11]=1)[C:7]([NH:9][CH3:10])=[O:8].CCN(C(C)C)C(C)C.[Cl:23][CH2:24][C:25](Cl)=[O:26].O, predict the reaction product. The product is: [Br:12][C:5]1[CH:4]=[C:3]([CH3:13])[C:2]([NH:1][C:25](=[O:26])[CH2:24][Cl:23])=[CH:11][C:6]=1[C:7]([NH:9][CH3:10])=[O:8].